Task: Predict the reactants needed to synthesize the given product.. Dataset: Full USPTO retrosynthesis dataset with 1.9M reactions from patents (1976-2016) Given the product [CH2:15]([O:1][C:2]1[CH:3]=[CH:4][C:5]2[O:10][C:9]([CH3:11])([CH3:12])[O:8][C:7](=[O:13])[C:6]=2[CH:14]=1)[C:16]1[CH:21]=[CH:20][CH:19]=[CH:18][CH:17]=1, predict the reactants needed to synthesize it. The reactants are: [OH:1][C:2]1[CH:3]=[CH:4][C:5]2[O:10][C:9]([CH3:12])([CH3:11])[O:8][C:7](=[O:13])[C:6]=2[CH:14]=1.[CH2:15](Br)[C:16]1[CH:21]=[CH:20][CH:19]=[CH:18][CH:17]=1.C(=O)([O-])[O-].[Cs+].[Cs+].